From a dataset of Catalyst prediction with 721,799 reactions and 888 catalyst types from USPTO. Predict which catalyst facilitates the given reaction. (1) Reactant: C(OC([NH:8][CH2:9][CH2:10][CH2:11][NH:12][C:13]([CH2:15][CH2:16][CH2:17][CH2:18][CH2:19][O:20][C:21](=[O:52])[C:22]1[C:27]([C:28]2[C:29]3[C:34]([O:35][C:36]4[C:41]=2[CH:40]=[C:39]([I:42])[C:38](=[O:43])[C:37]=4[I:44])=[C:33]([I:45])[C:32]([OH:46])=[C:31]([I:47])[CH:30]=3)=[C:26]([Cl:48])[C:25]([Cl:49])=[C:24]([Cl:50])[C:23]=1[Cl:51])=[O:14])=O)(C)(C)C.Cl.O1CCOCC1. Product: [ClH:48].[NH2:8][CH2:9][CH2:10][CH2:11][NH:12][C:13]([CH2:15][CH2:16][CH2:17][CH2:18][CH2:19][O:20][C:21](=[O:52])[C:22]1[C:27]([C:28]2[C:29]3[C:34]([O:35][C:36]4[C:41]=2[CH:40]=[C:39]([I:42])[C:38](=[O:43])[C:37]=4[I:44])=[C:33]([I:45])[C:32]([OH:46])=[C:31]([I:47])[CH:30]=3)=[C:26]([Cl:48])[C:25]([Cl:49])=[C:24]([Cl:50])[C:23]=1[Cl:51])=[O:14]. The catalyst class is: 5. (2) Product: [CH2:19]([C:2]1[N:7]=[C:6]([CH2:8][NH:9][C:10](=[O:16])[O:11][C:12]([CH3:15])([CH3:14])[CH3:13])[CH:5]=[CH:4][CH:3]=1)[CH:18]=[CH2:17]. Reactant: Br[C:2]1[N:7]=[C:6]([CH2:8][NH:9][C:10](=[O:16])[O:11][C:12]([CH3:15])([CH3:14])[CH3:13])[CH:5]=[CH:4][CH:3]=1.[CH2:17](B1OC(C)(C)C(C)(C)O1)[CH:18]=[CH2:19].[F-].[Cs+]. The catalyst class is: 176. (3) Reactant: [C:1]1([C:7]#[C:8][C:9]([O:11][CH3:12])=[O:10])[CH:6]=[CH:5][CH:4]=[CH:3][CH:2]=1.[F:13][C:14]1[CH:29]=[CH:28][C:17]([C:18]([N:20]2[CH2:24][CH2:23][CH2:22][CH:21]2C(O)=O)=O)=[CH:16][CH:15]=1.C(OC(C)C)(C)C. Product: [F:13][C:14]1[CH:15]=[CH:16][C:17]([C:18]2[N:20]3[C:21]([CH2:22][CH2:23][CH2:24]3)=[C:8]([C:9]([O:11][CH3:12])=[O:10])[C:7]=2[C:1]2[CH:6]=[CH:5][CH:4]=[CH:3][CH:2]=2)=[CH:28][CH:29]=1. The catalyst class is: 152. (4) Reactant: C(=O)([O-])[O-].[K+].[K+].C([O:10][C:11]1[C:16]([F:17])=[CH:15][CH:14]=[CH:13][C:12]=1[CH:18]1[CH2:20][CH2:19]1)(=O)C.Cl. Product: [CH:18]1([C:12]2[CH:13]=[CH:14][CH:15]=[C:16]([F:17])[C:11]=2[OH:10])[CH2:20][CH2:19]1. The catalyst class is: 5. (5) Reactant: [NH2:1][OH:2].[CH2:3]([C:5]1[C:9]([C:10]#[N:11])=[C:8]([C:12]2[O:13][CH:14]=[CH:15][C:16]=2[CH3:17])[N:7]([C:18]2[CH:23]=[CH:22][C:21]([OH:24])=[CH:20][CH:19]=2)[N:6]=1)[CH3:4]. Product: [CH2:3]([C:5]1[C:9]([C:10](=[N:1][OH:2])[NH2:11])=[C:8]([C:12]2[O:13][CH:14]=[CH:15][C:16]=2[CH3:17])[N:7]([C:18]2[CH:19]=[CH:20][C:21]([OH:24])=[CH:22][CH:23]=2)[N:6]=1)[CH3:4]. The catalyst class is: 5. (6) Reactant: [F:1][C:2]([F:11])([F:10])[C:3]1[CH:8]=[CH:7][C:6]([OH:9])=[CH:5][CH:4]=1.F[C:13]1[CH:20]=[CH:19][C:16]([CH:17]=[O:18])=[CH:15][CH:14]=1.C(=O)([O-])[O-].[K+].[K+]. Product: [F:1][C:2]([F:10])([F:11])[C:3]1[CH:4]=[CH:5][C:6]([O:9][C:13]2[CH:20]=[CH:19][C:16]([CH:17]=[O:18])=[CH:15][CH:14]=2)=[CH:7][CH:8]=1. The catalyst class is: 3.